Task: Regression. Given a peptide amino acid sequence and an MHC pseudo amino acid sequence, predict their binding affinity value. This is MHC class I binding data.. Dataset: Peptide-MHC class I binding affinity with 185,985 pairs from IEDB/IMGT (1) The peptide sequence is MSSEGAWKHV. The MHC is HLA-B58:01 with pseudo-sequence HLA-B58:01. The binding affinity (normalized) is 0.290. (2) The peptide sequence is AFPTSCHM. The MHC is HLA-A30:02 with pseudo-sequence HLA-A30:02. The binding affinity (normalized) is 0. (3) The peptide sequence is FVRSSPASFE. The MHC is H-2-Kb with pseudo-sequence H-2-Kb. The binding affinity (normalized) is 0.258. (4) The peptide sequence is ETPGSTDNY. The MHC is HLA-A26:03 with pseudo-sequence HLA-A26:03. The binding affinity (normalized) is 0.545. (5) The MHC is Mamu-A2201 with pseudo-sequence Mamu-A2201. The binding affinity (normalized) is 0. The peptide sequence is WPNASLTPK. (6) The peptide sequence is ACREQQLPV. The MHC is HLA-B58:01 with pseudo-sequence HLA-B58:01. The binding affinity (normalized) is 0.0847. (7) The peptide sequence is TLYCVHQRI. The MHC is HLA-B35:01 with pseudo-sequence HLA-B35:01. The binding affinity (normalized) is 0. (8) The peptide sequence is SQVRVPTVF. The MHC is HLA-A69:01 with pseudo-sequence HLA-A69:01. The binding affinity (normalized) is 0.0847. (9) The peptide sequence is CFVRSSPA. The MHC is H-2-Db with pseudo-sequence H-2-Db. The binding affinity (normalized) is 0. (10) The peptide sequence is HEEFTTNYL. The MHC is HLA-B07:02 with pseudo-sequence HLA-B07:02. The binding affinity (normalized) is 0.0847.